Dataset: Merck oncology drug combination screen with 23,052 pairs across 39 cell lines. Task: Regression. Given two drug SMILES strings and cell line genomic features, predict the synergy score measuring deviation from expected non-interaction effect. (1) Drug 1: N.N.O=C(O)C1(C(=O)O)CCC1.[Pt]. Drug 2: Cn1cc(-c2cnn3c(N)c(Br)c(C4CCCNC4)nc23)cn1. Cell line: UACC62. Synergy scores: synergy=9.28. (2) Cell line: A427. Drug 2: O=C(CCCCCCC(=O)Nc1ccccc1)NO. Synergy scores: synergy=-25.3. Drug 1: CC(=O)OC1C(=O)C2(C)C(O)CC3OCC3(OC(C)=O)C2C(OC(=O)c2ccccc2)C2(O)CC(OC(=O)C(O)C(NC(=O)c3ccccc3)c3ccccc3)C(C)=C1C2(C)C. (3) Drug 2: CC(C)CC(NC(=O)C(Cc1ccccc1)NC(=O)c1cnccn1)B(O)O. Synergy scores: synergy=-4.78. Drug 1: CN(C)C(=N)N=C(N)N. Cell line: NCIH460. (4) Drug 1: CN1C(=O)C=CC2(C)C3CCC4(C)C(NC(=O)OCC(F)(F)F)CCC4C3CCC12. Drug 2: COC1CC2CCC(C)C(O)(O2)C(=O)C(=O)N2CCCCC2C(=O)OC(C(C)CC2CCC(OP(C)(C)=O)C(OC)C2)CC(=O)C(C)C=C(C)C(O)C(OC)C(=O)C(C)CC(C)C=CC=CC=C1C. Cell line: HT144. Synergy scores: synergy=-10.3.